Dataset: Peptide-MHC class I binding affinity with 185,985 pairs from IEDB/IMGT. Task: Regression. Given a peptide amino acid sequence and an MHC pseudo amino acid sequence, predict their binding affinity value. This is MHC class I binding data. (1) The binding affinity (normalized) is 0.851. The MHC is HLA-B40:01 with pseudo-sequence HLA-B40:01. The peptide sequence is GEIVLCHVL. (2) The peptide sequence is FLYDISISL. The MHC is HLA-A02:01 with pseudo-sequence HLA-A02:01. The binding affinity (normalized) is 0.954. (3) The peptide sequence is RIRKDFGKR. The MHC is HLA-A26:01 with pseudo-sequence HLA-A26:01. The binding affinity (normalized) is 0.0847. (4) The peptide sequence is SIRPRVTKQY. The MHC is HLA-A03:01 with pseudo-sequence HLA-A03:01. The binding affinity (normalized) is 0.373. (5) The peptide sequence is YLVAYQATV. The MHC is HLA-A02:03 with pseudo-sequence HLA-A02:03. The binding affinity (normalized) is 0.933. (6) The peptide sequence is VFLILCFTIK. The MHC is HLA-A33:01 with pseudo-sequence HLA-A33:01. The binding affinity (normalized) is 0.232. (7) The peptide sequence is QIIEQLIKK. The MHC is HLA-B40:02 with pseudo-sequence HLA-B40:02. The binding affinity (normalized) is 0.0178.